Dataset: Catalyst prediction with 721,799 reactions and 888 catalyst types from USPTO. Task: Predict which catalyst facilitates the given reaction. (1) Reactant: ClC(OCC(C)C)=O.[NH:9]1[C:17]2[C:12](=[CH:13][CH:14]=[CH:15][CH:16]=2)[C:11]([C:18]([OH:20])=O)=[N:10]1.C[N:22]1CCOCC1.[Br:28][C:29]1[CH:35]=[CH:34][C:32](N)=[CH:31][CH:30]=1. Product: [Br:28][C:29]1[CH:35]=[CH:34][C:32]([N:9]2[C:17]3[C:12](=[CH:13][CH:14]=[CH:15][CH:16]=3)[C:11]([C:18]([NH2:22])=[O:20])=[N:10]2)=[CH:31][CH:30]=1. The catalyst class is: 1. (2) Reactant: [Cl:1][C:2]1[CH:3]=[C:4]2[C:13](=[CH:14][CH:15]=1)[C:12]([NH:16][CH2:17][CH2:18][NH:19][C:20]1[C:21]3[C:26]([N:27]=[C:28]4[C:33]=1[CH:32]=[C:31]([O:34][CH3:35])[CH:30]=[CH:29]4)=[CH:25][C:24]([Cl:36])=[CH:23][CH:22]=3)=[C:11]1[C:6]([CH:7]=[CH:8][C:9]([O:37][CH3:38])=[CH:10]1)=[N:5]2.C(N(CC)CC)C.[F:46][C:47]([F:58])([F:57])[C:48](O[C:48](=[O:49])[C:47]([F:58])([F:57])[F:46])=[O:49]. Product: [Cl:36][C:24]1[CH:25]=[C:26]2[C:21](=[CH:22][CH:23]=1)[C:20]([N:19]([C:48]([C:47]([F:58])([F:57])[F:46])=[O:49])[CH2:18][CH2:17][NH:16][C:12]1[C:13]3[C:4]([N:5]=[C:6]4[C:11]=1[CH:10]=[C:9]([O:37][CH3:38])[CH:8]=[CH:7]4)=[CH:3][C:2]([Cl:1])=[CH:15][CH:14]=3)=[C:33]1[C:28]([CH:29]=[CH:30][C:31]([O:34][CH3:35])=[CH:32]1)=[N:27]2. The catalyst class is: 4.